This data is from Experimentally validated miRNA-target interactions with 360,000+ pairs, plus equal number of negative samples. The task is: Binary Classification. Given a miRNA mature sequence and a target amino acid sequence, predict their likelihood of interaction. (1) The miRNA is hsa-miR-8077 with sequence GGCUGAGUGGGGUUCUGACUCC. The protein sequence of the target gene is MTSPLCRAASANALPPQDQASTPSSRVKGREASGKPSHLRGKGTAQAWTPGRSKGGSFHRGAGKPSVHSQVAELHKKIQLLEGDRKAFFESSQWNIKKNQETISQLRKETKALELKLLDLLKGDEKVVQAVIREWKWEKPYLKNRTGQALEHLDHRLREKVKQQNALRHQVVLRQRRLEELQLQHSLRLLEMAEAQNRHTEVAKTMRNLENRLEKAQMKAQEAEHITSVYLQLKAYLMDESLNLENRLDSMEAEVVRTKHELEALHVVNQEALNARDIAKNQLQYLEETLVRERKKRERY.... Result: 0 (no interaction). (2) The miRNA is hsa-miR-4772-3p with sequence CCUGCAACUUUGCCUGAUCAGA. The protein sequence of the target gene is MLPCAAGARGRGAMVVLRAGKKTFLPPLCRAFACRGCQLAPERGAERRDTAPSGVSRFCPPRKSCHDWIGPPDKYSNLRPVHFYIPENESPLEQKLRKLRQETQEWNQQFWANQNLTFSKEKEEFIHSRLKTKGLGLRTESGQKATLNAEEMADFYKEFLSKNFQKHMYYNRDWYKRNFAITFFMGKVALERIWNKLKQKQKKRSN. Result: 1 (interaction).